From a dataset of Merck oncology drug combination screen with 23,052 pairs across 39 cell lines. Regression. Given two drug SMILES strings and cell line genomic features, predict the synergy score measuring deviation from expected non-interaction effect. (1) Drug 2: CC(C)CC(NC(=O)C(Cc1ccccc1)NC(=O)c1cnccn1)B(O)O. Synergy scores: synergy=-24.5. Drug 1: Cn1nnc2c(C(N)=O)ncn2c1=O. Cell line: NCIH460. (2) Drug 1: CCN(CC)CCNC(=O)c1c(C)[nH]c(C=C2C(=O)Nc3ccc(F)cc32)c1C. Drug 2: C#Cc1cccc(Nc2ncnc3cc(OCCOC)c(OCCOC)cc23)c1. Cell line: KPL1. Synergy scores: synergy=12.1.